This data is from Forward reaction prediction with 1.9M reactions from USPTO patents (1976-2016). The task is: Predict the product of the given reaction. (1) The product is: [CH3:1][O:2][C:3]1[CH:4]=[CH:5][C:6]([N:9]2[CH2:10][CH2:11][N:12]([C:15]3[C:16]([CH3:35])=[C:17]([CH3:34])[C:18]4[O:22][C:21]([CH2:24][N:25]5[CH2:30][CH2:29][CH:28]([OH:31])[CH2:27][CH2:26]5)([CH3:23])[CH2:20][C:19]=4[C:32]=3[CH3:33])[CH2:13][CH2:14]2)=[CH:7][CH:8]=1. Given the reactants [CH3:1][O:2][C:3]1[CH:8]=[CH:7][C:6]([N:9]2[CH2:14][CH2:13][N:12]([C:15]3[C:16]([CH3:35])=[C:17]([CH3:34])[C:18]4[O:22][C:21]([CH2:24][N:25]5[CH2:30][CH2:29][C:28](=[O:31])[CH2:27][CH2:26]5)([CH3:23])[CH2:20][C:19]=4[C:32]=3[CH3:33])[CH2:11][CH2:10]2)=[CH:5][CH:4]=1.B.[Na], predict the reaction product. (2) Given the reactants [CH3:1][N:2]([CH3:31])[CH2:3][CH2:4][N:5]1[C:9]2=[CH:10][CH:11]=[C:12]3[C:17]([N:16]=[C:15]([C:18]4[CH:24]=[CH:23][C:21]([NH2:22])=[CH:20][CH:19]=4)[N:14]=[C:13]3[N:25]3[CH2:30][CH2:29][O:28][CH2:27][CH2:26]3)=[C:8]2[CH:7]=[CH:6]1.Cl[C:33](Cl)([O:35][C:36](=O)[O:37]C(Cl)(Cl)Cl)Cl, predict the reaction product. The product is: [CH3:1][N:2]([CH3:31])[CH2:3][CH2:4][N:5]1[C:9]2=[CH:10][CH:11]=[C:12]3[C:17]([N:16]=[C:15]([C:18]4[CH:19]=[CH:20][C:21]([NH:22][C:36](=[O:37])[O:35][CH3:33])=[CH:23][CH:24]=4)[N:14]=[C:13]3[N:25]3[CH2:30][CH2:29][O:28][CH2:27][CH2:26]3)=[C:8]2[CH:7]=[CH:6]1. (3) Given the reactants [Cl:1][C:2]1[CH:7]=[CH:6][C:5]([C:8]([F:11])([F:10])[F:9])=[CH:4][C:3]=1[NH:12][NH2:13].[OH:14][C:15]1[CH:22]=[C:21]([OH:23])[CH:20]=[CH:19][C:16]=1[CH:17]=O, predict the reaction product. The product is: [Cl:1][C:2]1[CH:7]=[CH:6][C:5]([C:8]([F:11])([F:10])[F:9])=[CH:4][C:3]=1[NH:12][N:13]=[CH:17][C:16]1[CH:19]=[CH:20][C:21]([OH:23])=[CH:22][C:15]=1[OH:14]. (4) Given the reactants [CH3:1][O:2][C:3]1[CH:21]=[C:20]([O:22][CH3:23])[CH:19]=[CH:18][C:4]=1[CH2:5][N:6]1[C:14](=[O:15])[C:13]2[C:8](=[CH:9][CH:10]=[CH:11][C:12]=2[OH:16])[C:7]1=[O:17].Cl.[CH3:25][N:26]([CH3:30])[CH2:27][CH2:28]Cl.C(=O)([O-])[O-].[K+].[K+], predict the reaction product. The product is: [CH3:1][O:2][C:3]1[CH:21]=[C:20]([O:22][CH3:23])[CH:19]=[CH:18][C:4]=1[CH2:5][N:6]1[C:14](=[O:15])[C:13]2[C:8](=[CH:9][CH:10]=[CH:11][C:12]=2[O:16][CH2:28][CH2:27][N:26]([CH3:30])[CH3:25])[C:7]1=[O:17].